Dataset: TCR-epitope binding with 47,182 pairs between 192 epitopes and 23,139 TCRs. Task: Binary Classification. Given a T-cell receptor sequence (or CDR3 region) and an epitope sequence, predict whether binding occurs between them. (1) The epitope is RLRAEAQVK. The TCR CDR3 sequence is CSARQGSEAFF. Result: 0 (the TCR does not bind to the epitope). (2) The epitope is LLQTGIHVRVSQPSL. The TCR CDR3 sequence is CASSSGYSGDTQYF. Result: 1 (the TCR binds to the epitope). (3) The epitope is IVTDFSVIK. The TCR CDR3 sequence is CASSQTRGAGNTIYF. Result: 1 (the TCR binds to the epitope). (4) The TCR CDR3 sequence is CASTAAGTTSGLVSGEQFF. The epitope is KLSYGIATV. Result: 1 (the TCR binds to the epitope). (5) The epitope is VLWAHGFEL. The TCR CDR3 sequence is CASSQDTQEHYGYTF. Result: 1 (the TCR binds to the epitope). (6) The epitope is MMISAGFSL. The TCR CDR3 sequence is CASSQDRATFTEAFF. Result: 0 (the TCR does not bind to the epitope). (7) The epitope is KPLEFGATSAAL. The TCR CDR3 sequence is CASSLGGSTEAFF. Result: 1 (the TCR binds to the epitope).